The task is: Predict the reactants needed to synthesize the given product.. This data is from Full USPTO retrosynthesis dataset with 1.9M reactions from patents (1976-2016). The reactants are: [O-2].[Mg+2:2].[C:3]([OH:15])(=[O:14])[CH2:4][C:5]([CH2:10][C:11]([OH:13])=[O:12])([C:7]([OH:9])=[O:8])[OH:6]. Given the product [C:3]([O-:15])(=[O:14])[CH2:4][C:5]([CH2:10][C:11]([O-:13])=[O:12])([C:7]([O-:9])=[O:8])[OH:6].[Mg+2:2].[C:3]([O-:15])(=[O:14])[CH2:4][C:5]([CH2:10][C:11]([O-:13])=[O:12])([C:7]([O-:9])=[O:8])[OH:6].[Mg+2:2].[Mg+2:2], predict the reactants needed to synthesize it.